Dataset: Peptide-MHC class II binding affinity with 134,281 pairs from IEDB. Task: Regression. Given a peptide amino acid sequence and an MHC pseudo amino acid sequence, predict their binding affinity value. This is MHC class II binding data. The peptide sequence is SQDWELSWNLNGLQAY. The MHC is DRB1_0401 with pseudo-sequence DRB1_0401. The binding affinity (normalized) is 0.178.